From a dataset of Reaction yield outcomes from USPTO patents with 853,638 reactions. Predict the reaction yield, written as a fraction of the theoretical maximum amount of product (1.0 means a 100% yield; for example, 0.34 means a 34% yield). (1) The reactants are [CH2:1]([O:19]C1C=CC(CCO)=CC=1)[CH2:2][CH2:3][CH2:4][CH2:5][CH2:6][CH2:7][CH2:8][CH2:9][CH2:10][CH2:11][CH2:12][CH2:13][CH2:14][CH2:15][CH2:16][CH2:17][CH3:18].CO[C:31](=[O:77])[CH2:32][C:33]1[CH2:34][C:35]([O:58][CH2:59][CH2:60][CH2:61][CH2:62][CH2:63][CH2:64][CH2:65][CH2:66][CH2:67][CH2:68][CH2:69][CH2:70][CH2:71][CH2:72][CH2:73][CH2:74][CH2:75][CH3:76])(OCCCCCCCCCCCCCCCCCC)[CH:36]=[CH:37][CH:38]=1.[H-].[H-].[H-].[H-].[Li+].[Al+3]. The catalyst is C1COCC1. The product is [CH2:59]([O:58][C:35]1[CH:34]=[C:33]([CH2:32][CH2:31][OH:77])[CH:38]=[C:37]([O:19][CH2:1][CH2:2][CH2:3][CH2:4][CH2:5][CH2:6][CH2:7][CH2:8][CH2:9][CH2:10][CH2:11][CH2:12][CH2:13][CH2:14][CH2:15][CH2:16][CH2:17][CH3:18])[CH:36]=1)[CH2:60][CH2:61][CH2:62][CH2:63][CH2:64][CH2:65][CH2:66][CH2:67][CH2:68][CH2:69][CH2:70][CH2:71][CH2:72][CH2:73][CH2:74][CH2:75][CH3:76]. The yield is 0.890. (2) The reactants are C([Mg]Cl)CCC.C([Li])CCC.Br[C:13]1[CH:18]=[CH:17][C:16]([Br:19])=[CH:15][N:14]=1.CN(C)[CH:22]=[O:23]. The catalyst is O1CCCC1.CCCCCC.C(O)(=O)C.C1(C)C=CC=CC=1. The product is [Br:19][C:16]1[CH:17]=[C:18]([CH:22]=[O:23])[CH:13]=[N:14][CH:15]=1. The yield is 0.570. (3) The catalyst is CO. The yield is 0.510. The product is [NH2:39][CH2:36][CH2:29][NH:1][C@H:2]([CH2:21][C:22]1[CH:23]=[CH:24][C:25]([Cl:28])=[CH:26][CH:27]=1)[C:3]([N:5]1[CH2:10][CH2:9][N:8]([C:11]2[C:20]3[C:15](=[CH:16][CH:17]=[CH:18][CH:19]=3)[N:14]=[CH:13][N:12]=2)[CH2:7][CH2:6]1)=[O:4]. The reactants are [NH2:1][C@H:2]([CH2:21][C:22]1[CH:27]=[CH:26][C:25]([Cl:28])=[CH:24][CH:23]=1)[C:3]([N:5]1[CH2:10][CH2:9][N:8]([C:11]2[C:20]3[C:15](=[CH:16][CH:17]=[CH:18][CH:19]=3)[N:14]=[CH:13][N:12]=2)[CH2:7][CH2:6]1)=[O:4].[C:29]([CH:36]([NH2:39])C=O)(OC(C)(C)C)=O.[BH4-].[Na+]. (4) The reactants are [C:1]([O:11][CH2:12][CH3:13])(=[O:10])/[CH:2]=[CH:3]/[CH2:4][C:5]([O:7][CH2:8][CH3:9])=[O:6].CCN(CC)CC.Br[C:22]1[CH:23]=[N:24][CH:25]=[CH:26][CH:27]=1. The catalyst is CN(C=O)C.CCOC(C)=O.CC([O-])=O.CC([O-])=O.[Pd+2]. The product is [N:24]1[CH:25]=[CH:26][CH:27]=[C:22](/[C:3](/[CH2:4][C:5]([O:7][CH2:8][CH3:9])=[O:6])=[CH:2]\[C:1]([O:11][CH2:12][CH3:13])=[O:10])[CH:23]=1. The yield is 0.870. (5) The reactants are [F:1][C:2]1[CH:12]=[CH:11][C:5]([CH2:6][CH2:7][N:8]=[C:9]=[O:10])=[CH:4][CH:3]=1.[CH3:13][NH:14][C:15]1[CH:16]=[C:17]([C:21]2[CH:26]=[CH:25][C:24]([CH2:27][CH2:28][C:29]([O:31][CH3:32])=[O:30])=[CH:23][CH:22]=2)[CH:18]=[CH:19][CH:20]=1.[Cl-].[NH4+]. The catalyst is O1CCCC1.C(N(CC)CC)C. The product is [F:1][C:2]1[CH:3]=[CH:4][C:5]([CH2:6][CH2:7][NH:8][C:9](=[O:10])[N:14]([C:15]2[CH:16]=[C:17]([C:21]3[CH:26]=[CH:25][C:24]([CH2:27][CH2:28][C:29]([O:31][CH3:32])=[O:30])=[CH:23][CH:22]=3)[CH:18]=[CH:19][CH:20]=2)[CH3:13])=[CH:11][CH:12]=1. The yield is 0.550. (6) The product is [NH2:8][C:6]1[CH:5]=[C:4]([F:11])[C:3]([N:12]2[CH2:13][CH2:14][N:15]([C:18]3[NH:19][C:20](=[O:28])[C:21]4[CH:26]=[N:25][N:24]([CH3:27])[C:22]=4[N:23]=3)[CH2:16][CH2:17]2)=[C:2]([F:1])[CH:7]=1. The yield is 0.482. The catalyst is C(O)C.C(O)(=O)C.O1CCOCC1. The reactants are [F:1][C:2]1[CH:7]=[C:6]([N+:8]([O-])=O)[CH:5]=[C:4]([F:11])[C:3]=1[N:12]1[CH2:17][CH2:16][N:15]([C:18]2[NH:19][C:20](=[O:28])[C:21]3[CH:26]=[N:25][N:24]([CH3:27])[C:22]=3[N:23]=2)[CH2:14][CH2:13]1. (7) The reactants are [CH2:1]([O:8][C:9]1[CH:10]=[C:11]([C:15]2[N:24]=[C:23](Cl)[C:22]3[C:17](=[CH:18][C:19]([O:31][CH3:32])=[C:20]([O:26][CH2:27][CH2:28][O:29][CH3:30])[CH:21]=3)[N:16]=2)[CH:12]=[CH:13][CH:14]=1)[C:2]1[CH:7]=[CH:6][CH:5]=[CH:4][CH:3]=1.[NH2:33][C:34]1[CH:35]=[C:36]2[C:40](=[CH:41][CH:42]=1)[N:39]([C:43]([O:45][C:46]([CH3:49])([CH3:48])[CH3:47])=[O:44])[N:38]=[CH:37]2. The catalyst is C(O)(C)C.NC1C=C2C(=CC=1)N(C(OC(C)(C)C)=O)N=C2. The product is [CH2:1]([O:8][C:9]1[CH:10]=[C:11]([C:15]2[N:24]=[C:23]([NH:33][C:34]3[CH:35]=[C:36]4[C:40](=[CH:41][CH:42]=3)[N:39]([C:43]([O:45][C:46]([CH3:49])([CH3:48])[CH3:47])=[O:44])[N:38]=[CH:37]4)[C:22]3[C:17](=[CH:18][C:19]([O:31][CH3:32])=[C:20]([O:26][CH2:27][CH2:28][O:29][CH3:30])[CH:21]=3)[N:16]=2)[CH:12]=[CH:13][CH:14]=1)[C:2]1[CH:7]=[CH:6][CH:5]=[CH:4][CH:3]=1. The yield is 1.00. (8) The reactants are [F:1][C:2]1[C:7]2[N:8]=C(C)[S:10][C:6]=2[C:5]([F:12])=[CH:4][C:3]=1[F:13].[ClH:14].O1CCOCC1. The catalyst is C(O)CO.[OH-].[Na+]. The product is [ClH:14].[NH2:8][C:7]1[C:2]([F:1])=[C:3]([F:13])[CH:4]=[C:5]([F:12])[C:6]=1[SH:10]. The yield is 0.730. (9) The catalyst is C1COCC1.C(OCC)(=O)C. The reactants are [F-].C([N+](CCCC)(CCCC)CCCC)CCC.[CH2:19]([O:22][C:23]([NH:25][C@H:26]([CH:112]([CH3:114])[CH3:113])[C:27]([NH:29][C@H:30]([CH3:111])[C:31]([NH:33][C:34]1[CH:110]=[CH:109][C:37]([CH2:38][O:39][C:40]([N:42]2[C:48]3[CH:49]=[C:50]([O:55][CH2:56][CH2:57][CH2:58][O:59][C:60]4[C:61]([O:92][CH3:93])=[CH:62][C:63]5[C:69](=[O:70])[N:68]6[CH:71]=[C:72](/[CH:74]=[CH:75]/[CH3:76])[CH2:73][C@H:67]6[C@H:66]([O:77][Si](C(C)(C)C)(C)C)[N:65]([C:85]([O:87][CH2:88][CH:89]=[CH2:90])=[O:86])[C:64]=5[CH:91]=4)[C:51]([O:53][CH3:54])=[CH:52][C:47]=3[C:46](=[O:94])[N:45]3[CH:95]=[C:96](/[CH:98]=[CH:99]/[CH3:100])[CH2:97][C@H:44]3[C@@H:43]2[O:101][Si](C(C)(C)C)(C)C)=[O:41])=[CH:36][CH:35]=1)=[O:32])=[O:28])=[O:24])[CH:20]=[CH2:21]. The yield is 0.730. The product is [CH2:19]([O:22][C:23]([NH:25][C@H:26]([CH:112]([CH3:114])[CH3:113])[C:27]([NH:29][C@H:30]([CH3:111])[C:31]([NH:33][C:34]1[CH:35]=[CH:36][C:37]([CH2:38][O:39][C:40]([N:42]2[C:48]3[CH:49]=[C:50]([O:55][CH2:56][CH2:57][CH2:58][O:59][C:60]4[C:61]([O:92][CH3:93])=[CH:62][C:63]5[C:69](=[O:70])[N:68]6[CH:71]=[C:72](/[CH:74]=[CH:75]/[CH3:76])[CH2:73][C@H:67]6[C@H:66]([OH:77])[N:65]([C:85]([O:87][CH2:88][CH:89]=[CH2:90])=[O:86])[C:64]=5[CH:91]=4)[C:51]([O:53][CH3:54])=[CH:52][C:47]=3[C:46](=[O:94])[N:45]3[CH:95]=[C:96](/[CH:98]=[CH:99]/[CH3:100])[CH2:97][C@H:44]3[C@@H:43]2[OH:101])=[O:41])=[CH:109][CH:110]=1)=[O:32])=[O:28])=[O:24])[CH:20]=[CH2:21].